Task: Regression/Classification. Given a drug SMILES string, predict its absorption, distribution, metabolism, or excretion properties. Task type varies by dataset: regression for continuous measurements (e.g., permeability, clearance, half-life) or binary classification for categorical outcomes (e.g., BBB penetration, CYP inhibition). Dataset: b3db_classification.. Dataset: Blood-brain barrier permeability classification from the B3DB database (1) The compound is CO/N=C(/C(=O)NC1C(=O)N2C(C(=O)OCOC(=O)C(C)(C)C)=C(/C=C/c3scnc3C)CSC12)c1csc(N)n1. The result is 0 (does not penetrate BBB). (2) The drug is COc1cc2c(cc1OC)[C@H]1Cc3ccc(OC)c(OC)c3CN1CC2. The result is 1 (penetrates BBB). (3) The molecule is Cc1onc(-c2c(F)cccc2Cl)c1C(=O)NC1C(=O)N2C1SC(C)(C)C2C(=O)O. The result is 0 (does not penetrate BBB). (4) The molecule is CCC1CC(=O)C2Oc3c(OC)ccc4c3C23CCN(CC2CC2)C(C4)C13. The result is 1 (penetrates BBB). (5) The result is 0 (does not penetrate BBB). The drug is CCOC(=O)C(CCc1ccccc1)NC(C)C(=O)N1C(C(=O)O)CC2CCCC21. (6) The compound is N#Cc1ccc(S(=O)(=O)C2CCN(CCc3ccc(F)cc3F)CC2)cc1. The result is 1 (penetrates BBB). (7) The drug is OCCN1CCN(CC/C=C2/c3ccccc3COc3ccc(Cl)cc32)CC1. The result is 1 (penetrates BBB). (8) The drug is C[C@]12C[C@H](O)[C@H]3[C@H](CCC4=CC(=O)CC[C@@]43C)[C@@H]1CC[C@]2(O)C(=O)CO. The result is 1 (penetrates BBB). (9) The result is 0 (does not penetrate BBB). The drug is CC1CCc2cc(F)cc3c(=O)c(C(=O)O)cn1c23.